From a dataset of HIV replication inhibition screening data with 41,000+ compounds from the AIDS Antiviral Screen. Binary Classification. Given a drug SMILES string, predict its activity (active/inactive) in a high-throughput screening assay against a specified biological target. (1) The result is 0 (inactive). The compound is CCOC(=O)C(=Cc1cccc(OC)c1)[Se]c1ccccc1. (2) The molecule is O=c1ccn2n1Cc1ccccc1C2. The result is 0 (inactive).